Dataset: Full USPTO retrosynthesis dataset with 1.9M reactions from patents (1976-2016). Task: Predict the reactants needed to synthesize the given product. (1) Given the product [CH3:1][N:2]1[CH:6]=[C:5]([C:7]2[N:11]([C:12]3[CH:13]=[N:14][C:15]([CH3:18])=[CH:16][CH:17]=3)[N:10]=[C:9]([C:19]([OH:21])=[O:20])[CH:8]=2)[N:4]=[CH:3]1, predict the reactants needed to synthesize it. The reactants are: [CH3:1][N:2]1[CH:6]=[C:5]([C:7]2[N:11]([C:12]3[CH:13]=[N:14][C:15]([CH3:18])=[CH:16][CH:17]=3)[N:10]=[C:9]([C:19]([O:21]CC)=[O:20])[CH:8]=2)[N:4]=[CH:3]1.O.[OH-].[Li+]. (2) Given the product [NH2:6][C:5]1[N:16]([C:12]([CH3:15])([CH3:14])[CH3:13])[N:17]=[CH:3][C:4]=1[N:7]=[O:8], predict the reactants needed to synthesize it. The reactants are: CO[CH:3](OC)[C:4](=[N:7][OH:8])[C:5]#[N:6].Cl.[C:12]([NH:16][NH2:17])([CH3:15])([CH3:14])[CH3:13].Cl.N. (3) Given the product [F:36][CH:37]([F:45])[O:1][CH2:2][C@@H:3]([NH:5][C:6]([C:8]1[C:16]2[C:11](=[N:12][CH:13]=[C:14]([C:17]3[C:25]4[C:20](=[CH:21][C:22]([F:26])=[CH:23][CH:24]=4)[N:19]([CH3:27])[N:18]=3)[N:15]=2)[N:10]([CH2:28][O:29][CH2:30][CH2:31][Si:32]([CH3:34])([CH3:33])[CH3:35])[CH:9]=1)=[O:7])[CH3:4], predict the reactants needed to synthesize it. The reactants are: [OH:1][CH2:2][C@@H:3]([NH:5][C:6]([C:8]1[C:16]2[C:11](=[N:12][CH:13]=[C:14]([C:17]3[C:25]4[C:20](=[CH:21][C:22]([F:26])=[CH:23][CH:24]=4)[N:19]([CH3:27])[N:18]=3)[N:15]=2)[N:10]([CH2:28][O:29][CH2:30][CH2:31][Si:32]([CH3:35])([CH3:34])[CH3:33])[CH:9]=1)=[O:7])[CH3:4].[F:36][C:37]([F:45])(S(F)(=O)=O)C(O)=O. (4) Given the product [CH2:18]([CH:22]1[CH2:27][CH2:26][N:25]([CH2:13][C@@H:12]([CH3:15])[CH2:11][N:6]2[C:5]3[CH:16]=[CH:17][C:2]([F:1])=[CH:3][C:4]=3[O:9][CH2:8][C:7]2=[O:10])[CH2:24][CH2:23]1)[CH2:19][CH2:20][CH3:21], predict the reactants needed to synthesize it. The reactants are: [F:1][C:2]1[CH:17]=[CH:16][C:5]2[N:6]([CH2:11][C@H:12]([CH3:15])[CH2:13]I)[C:7](=[O:10])[CH2:8][O:9][C:4]=2[CH:3]=1.[CH2:18]([CH:22]1[CH2:27][CH2:26][NH:25][CH2:24][CH2:23]1)[CH2:19][CH2:20][CH3:21]. (5) Given the product [C:49]([O:52][C@H:6]1[O:7][C@H:8]([CH2:19][N:20]=[N+:21]=[N-:22])[C@H:9]([O:15][C:16](=[O:18])[CH3:17])[C@H:10]([O:11][C:12](=[O:14])[CH3:13])[C:5]1([OH:4])[OH:31])(=[O:51])[CH3:50], predict the reactants needed to synthesize it. The reactants are: C([O:4][C@@H:5]1[C@@H:10]([O:11][C:12](=[O:14])[CH3:13])[C@@H:9]([O:15][C:16](=[O:18])[CH3:17])[C@@H:8]([CH2:19][N:20]=[N+:21]=[N-:22])[O:7][C@@H:6]1Br)(=O)C.C1C([N+]([O-])=[O:31])=CC=C(O)C=1.C(C1C=C(C)C=C(C(C)(C)C)N=1)(C)(C)C.[C:49]([O:52]CC)(=[O:51])[CH3:50]. (6) The reactants are: [O:1]1[C:10]2[CH:9]=[C:8]([CH2:11][N:12]([CH:20]3[CH2:25][CH2:24][N:23]([CH2:26][CH2:27][N:28]4[C:37]5[C:32](=[N:33][CH:34]=[C:35]([O:38][CH3:39])[CH:36]=5)[CH:31]=[CH:30][C:29]4=[O:40])[CH2:22][CH2:21]3)C(=O)OC(C)(C)C)[N:7]=[CH:6][C:5]=2[O:4][CH2:3][CH2:2]1.[ClH:41].C([O-])(O)=O.[Na+]. Given the product [ClH:41].[O:1]1[C:10]2[CH:9]=[C:8]([CH2:11][NH:12][CH:20]3[CH2:25][CH2:24][N:23]([CH2:26][CH2:27][N:28]4[C:37]5[C:32](=[N:33][CH:34]=[C:35]([O:38][CH3:39])[CH:36]=5)[CH:31]=[CH:30][C:29]4=[O:40])[CH2:22][CH2:21]3)[N:7]=[CH:6][C:5]=2[O:4][CH2:3][CH2:2]1, predict the reactants needed to synthesize it. (7) The reactants are: [NH2:1][C:2]1[C:9]([N+:10]([O-])=O)=[CH:8][CH:7]=[C:6]([Cl:13])[C:3]=1[C:4]#[N:5]. Given the product [NH2:1][C:2]1[C:9]([NH2:10])=[CH:8][CH:7]=[C:6]([Cl:13])[C:3]=1[C:4]#[N:5], predict the reactants needed to synthesize it. (8) Given the product [N:25]1[CH:10]=[CH:8][N:4]=[CH:5][C:6]=1[C:13]([NH2:12])=[O:14].[ClH:15], predict the reactants needed to synthesize it. The reactants are: Cl.CC[N:4]([CH:8]([CH3:10])C)[CH:5](C)[CH3:6].C[N:12](C)[C:13]([Cl:15])=[O:14].C(O)(C(F)(F)F)=O.C[N:25](C=O)C. (9) Given the product [S:16]1[CH2:17][CH2:18][N:13]([C:2]2[C:11]3[C:6](=[CH:7][CH:8]=[CH:9][CH:10]=3)[C:5](=[O:12])[NH:4][N:3]=2)[CH2:14][CH2:15]1, predict the reactants needed to synthesize it. The reactants are: Cl[C:2]1[C:11]2[C:6](=[CH:7][CH:8]=[CH:9][CH:10]=2)[C:5](=[O:12])[NH:4][N:3]=1.[NH:13]1[CH2:18][CH2:17][S:16][CH2:15][CH2:14]1.